Task: Regression. Given a peptide amino acid sequence and an MHC pseudo amino acid sequence, predict their binding affinity value. This is MHC class II binding data.. Dataset: Peptide-MHC class II binding affinity with 134,281 pairs from IEDB (1) The peptide sequence is AAEILRPAKRFPPALPIWAR. The MHC is DRB1_0101 with pseudo-sequence DRB1_0101. The binding affinity (normalized) is 0.377. (2) The peptide sequence is VSRGTAKLRWFHERG. The MHC is HLA-DQA10501-DQB10303 with pseudo-sequence HLA-DQA10501-DQB10303. The binding affinity (normalized) is 0.